Dataset: Catalyst prediction with 721,799 reactions and 888 catalyst types from USPTO. Task: Predict which catalyst facilitates the given reaction. (1) Reactant: BrP([CH2:21][C:22]1[CH:27]=[CH:26][C:25]([Cl:28])=[C:24]([Cl:29])[CH:23]=1)(C1C=CC=CC=1)(C1C=CC=CC=1)C1C=CC=CC=1.[N+:30]([C:33]1[CH:38]=[CH:37][C:36]([CH2:39][CH2:40][CH2:41][CH:42]=O)=[CH:35][CH:34]=1)([O-:32])=[O:31]. Product: [Cl:28][C:25]1[CH:26]=[CH:27][C:22]([CH:21]=[CH:42][CH2:41][CH2:40][CH2:39][C:36]2[CH:37]=[CH:38][C:33]([N+:30]([O-:32])=[O:31])=[CH:34][CH:35]=2)=[CH:23][C:24]=1[Cl:29]. The catalyst class is: 1. (2) Reactant: [Br:1][C:2]1[C:3]([N:17]2[CH2:22][CH2:21][C:20]([CH3:24])([CH3:23])[CH2:19][CH2:18]2)=[C:4]([C:10](=[O:16])[C:11]([O:13][CH2:14][CH3:15])=[O:12])[C:5]([CH3:9])=[N:6][C:7]=1[CH3:8].CB1N2CCC[C@@H]2C(C2C=CC=CC=2)(C2C=CC=CC=2)O1.[B]1OC2C(=CC=CC=2)O1. Product: [Br:1][C:2]1[C:3]([N:17]2[CH2:18][CH2:19][C:20]([CH3:23])([CH3:24])[CH2:21][CH2:22]2)=[C:4]([C@H:10]([OH:16])[C:11]([O:13][CH2:14][CH3:15])=[O:12])[C:5]([CH3:9])=[N:6][C:7]=1[CH3:8]. The catalyst class is: 260. (3) Reactant: [F:1][C:2]([F:33])([F:32])[C:3]1[CH:4]=[C:5]([NH:9][C:10]([N:12]2[C:20]3[C:15](=[CH:16][C:17]([O:21][C:22]4[C:23]5[CH2:31][CH2:30][NH:29][CH2:28][C:24]=5[N:25]=[CH:26][N:27]=4)=[CH:18][CH:19]=3)[CH:14]=[CH:13]2)=[O:11])[CH:6]=[CH:7][CH:8]=1.CN(C(ON1N=NC2C=CC=NC1=2)=[N+](C)C)C.F[P-](F)(F)(F)(F)F.CCN(C(C)C)C(C)C.Cl.[CH2:68]([N:70]([CH2:76][CH3:77])[CH2:71][CH2:72][C:73](O)=[O:74])[CH3:69]. Product: [NH4+:9].[OH-:11].[F:33][C:2]([F:1])([F:32])[C:3]1[CH:4]=[C:5]([NH:9][C:10]([N:12]2[C:20]3[C:15](=[CH:16][C:17]([O:21][C:22]4[C:23]5[CH2:31][CH2:30][N:29]([C:73](=[O:74])[CH2:72][CH2:71][N:70]([CH2:76][CH3:77])[CH2:68][CH3:69])[CH2:28][C:24]=5[N:25]=[CH:26][N:27]=4)=[CH:18][CH:19]=3)[CH:14]=[CH:13]2)=[O:11])[CH:6]=[CH:7][CH:8]=1. The catalyst class is: 3. (4) Reactant: Br[C:2]1[CH:21]=[CH:20][C:5]([C:6]([N:8]2[CH2:13][CH2:12][N:11]([C:14]([C:16]3([OH:19])[CH2:18][CH2:17]3)=[O:15])[CH2:10][CH2:9]2)=[O:7])=[CH:4][CH:3]=1.CC1(C)C(C)(C)OB([C:30]2[CH:31]=[CH:32][C:33]3[S:37][CH:36]=[N:35][C:34]=3[CH:38]=2)O1.C(=O)([O-])[O-].[Na+].[Na+]. Product: [S:37]1[C:33]2[CH:32]=[CH:31][C:30]([C:2]3[CH:21]=[CH:20][C:5]([C:6]([N:8]4[CH2:13][CH2:12][N:11]([C:14]([C:16]5([OH:19])[CH2:18][CH2:17]5)=[O:15])[CH2:10][CH2:9]4)=[O:7])=[CH:4][CH:3]=3)=[CH:38][C:34]=2[N:35]=[CH:36]1. The catalyst class is: 70. (5) Reactant: [Cl:1][C:2]1[CH:7]=[CH:6][C:5]([CH:8]2[S:14][CH2:13][C:12]([CH3:15])=[N:11][C:10]3[N:16]([CH3:25])[N:17]=[C:18]([C:19]4[CH:24]=[CH:23][CH:22]=[CH:21][N:20]=4)[C:9]2=3)=[C:4]([CH3:26])[CH:3]=1.C(O)(=O)C.C(O[BH-](OC(=O)C)OC(=O)C)(=O)C.[Na+]. Product: [Cl:1][C:2]1[CH:7]=[CH:6][C:5]([CH:8]2[S:14][CH2:13][CH:12]([CH3:15])[NH:11][C:10]3[N:16]([CH3:25])[N:17]=[C:18]([C:19]4[CH:24]=[CH:23][CH:22]=[CH:21][N:20]=4)[C:9]2=3)=[C:4]([CH3:26])[CH:3]=1. The catalyst class is: 26.